From a dataset of Forward reaction prediction with 1.9M reactions from USPTO patents (1976-2016). Predict the product of the given reaction. (1) Given the reactants [NH2:1][CH2:2][C:3]([CH2:15][N:16]1[CH:20]=[C:19]([C:21]2[CH:26]=[C:25]([CH3:27])[CH:24]=[C:23]([NH:28][C:29]3[N:34]=[C:33]([CH:35]([F:37])[F:36])[CH:32]=[CH:31][N:30]=3)[CH:22]=2)[N:18]=[N:17]1)([O:10][Si](C)(C)C)[CH2:4][C:5]([O:7]CC)=O.[OH-].[Na+], predict the reaction product. The product is: [F:37][CH:35]([F:36])[C:33]1[CH:32]=[CH:31][N:30]=[C:29]([NH:28][C:23]2[CH:22]=[C:21]([C:19]3[N:18]=[N:17][N:16]([CH2:15][C:3]4([OH:10])[CH2:2][NH:1][C:5](=[O:7])[CH2:4]4)[CH:20]=3)[CH:26]=[C:25]([CH3:27])[CH:24]=2)[N:34]=1. (2) The product is: [CH2:17]([O:16][C:15]([S:19][C:4]1[CH:3]=[C:2]([F:1])[CH:8]=[C:7]([F:9])[CH:6]=1)=[S:14])[CH3:18]. Given the reactants [F:1][C:2]1[CH:3]=[C:4]([CH:6]=[C:7]([F:9])[CH:8]=1)N.N([O-])=O.[Na+].[SH:14][C:15](=[S:19])[O:16][CH2:17][CH3:18].[K], predict the reaction product. (3) Given the reactants [CH2:1]1[C:9]2[C:4](=[CH:5][CH:6]=[CH:7][CH:8]=2)[CH2:3][N:2]1[N:10]([CH3:46])[C:11](=[O:45])[CH2:12][N:13]([C:30]1[CH:35]=[CH:34][C:33](B2OCC(C)(C)CO2)=[CH:32][C:31]=1[CH3:44])[CH2:14][C:15]([NH:17][CH2:18][CH2:19][N:20]([C:23]([O:25][C:26]([CH3:29])([CH3:28])[CH3:27])=[O:24])[CH2:21][CH3:22])=[O:16].Br[C:48]1[S:49][CH:50]=[C:51]([C:53]([O:55][CH2:56][CH3:57])=[O:54])[N:52]=1, predict the reaction product. The product is: [CH2:3]1[C:4]2[C:9](=[CH:8][CH:7]=[CH:6][CH:5]=2)[CH2:1][N:2]1[N:10]([CH3:46])[C:11](=[O:45])[CH2:12][N:13]([C:30]1[CH:35]=[CH:34][C:33]([C:48]2[S:49][CH:50]=[C:51]([C:53]([O:55][CH2:56][CH3:57])=[O:54])[N:52]=2)=[CH:32][C:31]=1[CH3:44])[CH2:14][C:15]([NH:17][CH2:18][CH2:19][N:20]([C:23]([O:25][C:26]([CH3:27])([CH3:28])[CH3:29])=[O:24])[CH2:21][CH3:22])=[O:16].